From a dataset of Reaction yield outcomes from USPTO patents with 853,638 reactions. Predict the reaction yield, written as a fraction of the theoretical maximum amount of product (1.0 means a 100% yield; for example, 0.34 means a 34% yield). (1) The reactants are [N+]([C:4]1[CH:9]=[C:8]([N+:10]([O-])=O)[C:7]([C:13]([F:16])([F:15])[F:14])=[CH:6][C:5]=1/[CH:17]=[CH:18]/[N:19](C)C)([O-])=O. The catalyst is [Ni].C(O)C. The product is [F:16][C:13]([F:14])([F:15])[C:7]1[CH:6]=[C:5]2[C:4](=[CH:9][C:8]=1[NH2:10])[NH:19][CH:18]=[CH:17]2. The yield is 0.140. (2) The reactants are [NH2:1][C:2]1[C:10]2[C:5](=[CH:6][CH:7]=[C:8]([C:11]([C:13]3[CH:18]=[C:17]([F:19])[CH:16]=[C:15]([F:20])[CH:14]=3)=[O:12])[CH:9]=2)[NH:4][N:3]=1.[F:21][C:22]([F:33])([F:32])[C:23](O[C:23](=[O:24])[C:22]([F:33])([F:32])[F:21])=[O:24]. The catalyst is O1CCCC1. The product is [F:20][C:15]1[CH:14]=[C:13]([CH:18]=[C:17]([F:19])[CH:16]=1)[C:11]([C:8]1[CH:9]=[C:10]2[C:5](=[CH:6][CH:7]=1)[NH:4][N:3]=[C:2]2[NH:1][C:23](=[O:24])[C:22]([F:33])([F:32])[F:21])=[O:12]. The yield is 0.880. (3) The reactants are [F:1][C:2]1[N:7]=[C:6]([CH2:8][N:9]2[CH:13]=[CH:12][C:11]([NH2:14])=[N:10]2)[CH:5]=[CH:4][CH:3]=1.C(=O)(O)[O-].[Na+].[C:20](Cl)(Cl)=[S:21]. The catalyst is C(Cl)Cl. The product is [F:1][C:2]1[CH:3]=[CH:4][CH:5]=[C:6]([CH2:8][N:9]2[CH:13]=[CH:12][C:11]([N:14]=[C:20]=[S:21])=[N:10]2)[N:7]=1. The yield is 0.770. (4) The reactants are [C:1]([C:3]1[CH:8]=[C:7]([CH2:9][CH2:10][P:11](=[O:18])([O:15][CH2:16][CH3:17])[O:12][CH2:13][CH3:14])[CH:6]=[CH:5][N:4]=1)#[N:2].[C:19](OC)(=[O:27])[C:20]1[C:21](=[CH:23][CH:24]=[CH:25][CH:26]=1)[SH:22].C(N(CC)CC)C. The catalyst is C1(C)C=CC=CC=1. The yield is 0.430. The product is [O:27]=[C:19]1[C:20]2[CH:26]=[CH:25][CH:24]=[CH:23][C:21]=2[S:22][C:1]([C:3]2[CH:8]=[C:7]([CH2:9][CH2:10][P:11](=[O:18])([O:12][CH2:13][CH3:14])[O:15][CH2:16][CH3:17])[CH:6]=[CH:5][N:4]=2)=[N:2]1. (5) The yield is 0.660. The reactants are [CH3:1][O:2][C:3]([C:5]1[CH:6]=[C:7]([C:12]2[CH:17]=[CH:16][C:15]([CH3:18])=[CH:14][CH:13]=2)[CH:8]=[C:9](N)[CH:10]=1)=[O:4].N(OCCC(C)C)=O.[I:27]CI. The catalyst is N1CCCCC1.C(#N)C. The product is [CH3:1][O:2][C:3]([C:5]1[CH:6]=[C:7]([C:12]2[CH:17]=[CH:16][C:15]([CH3:18])=[CH:14][CH:13]=2)[CH:8]=[C:9]([I:27])[CH:10]=1)=[O:4].